From a dataset of Forward reaction prediction with 1.9M reactions from USPTO patents (1976-2016). Predict the product of the given reaction. (1) Given the reactants [CH2:1]([O:5][CH2:6][CH2:7][O:8][C:9]1[CH:14]=[CH:13][C:12]([C:15]2[CH:20]=[CH:19][C:18]([N:21]([CH3:25])[CH2:22][CH2:23][CH3:24])=[C:17](/[CH:26]=[CH:27]/[C:28]([O:30]CC)=[O:29])[CH:16]=2)=[CH:11][CH:10]=1)[CH2:2][CH2:3][CH3:4].[OH-].[Na+].Cl, predict the reaction product. The product is: [CH2:1]([O:5][CH2:6][CH2:7][O:8][C:9]1[CH:14]=[CH:13][C:12]([C:15]2[CH:20]=[CH:19][C:18]([N:21]([CH3:25])[CH2:22][CH2:23][CH3:24])=[C:17](/[CH:26]=[CH:27]/[C:28]([OH:30])=[O:29])[CH:16]=2)=[CH:11][CH:10]=1)[CH2:2][CH2:3][CH3:4]. (2) Given the reactants C([O:8][C:9]1[CH:14]=[CH:13][CH:12]=[CH:11][C:10]=1[C:15]1[CH:16]=[N:17][CH:18]=[CH:19][CH:20]=1)C1C=CC=CC=1, predict the reaction product. The product is: [N:17]1[CH:18]=[CH:19][CH:20]=[C:15]([C:10]2[CH:11]=[CH:12][CH:13]=[CH:14][C:9]=2[OH:8])[CH:16]=1. (3) The product is: [CH:1]([O:4][CH:5]1[C:29]2[C:24](=[CH:25][CH:26]=[CH:27][CH:28]=2)[O:23][C:7]2([CH2:12][CH2:11][NH:10][CH2:9][CH2:8]2)[CH2:6]1)([CH3:3])[CH3:2]. Given the reactants [CH:1]([O:4][CH:5]1[C:29]2[C:24](=[CH:25][CH:26]=[CH:27][CH:28]=2)[O:23][C:7]2([CH2:12][CH2:11][N:10](C(OCC3C=CC=CC=3)=O)[CH2:9][CH2:8]2)[CH2:6]1)([CH3:3])[CH3:2].[H][H], predict the reaction product. (4) Given the reactants [CH2:1]([N:4]1[CH:8]=[CH:7][N:6]=[CH:5]1)[CH2:2][CH3:3].[Cl:9][CH2:10][CH:11]([OH:14])[CH2:12][OH:13], predict the reaction product. The product is: [Cl-:9].[OH:14][CH:11]([CH2:12][OH:13])[CH2:10][N+:6]1[CH:7]=[CH:8][N:4]([CH2:1][CH2:2][CH3:3])[CH:5]=1. (5) Given the reactants C[O:2][C:3](=[O:20])[CH:4]([O:15][CH2:16][CH2:17][CH:18]=[CH2:19])[CH2:5][C:6]1[CH:7]=[C:8]2[C:12](=[CH:13][CH:14]=1)[NH:11][CH:10]=[CH:9]2.Cl[CH2:22][C:23]1[N:24]=[C:25]([C:29]2[CH:34]=[CH:33][CH:32]=[CH:31][C:30]=2[CH3:35])[O:26][C:27]=1[CH3:28], predict the reaction product. The product is: [CH2:16]([O:15][CH:4]([CH2:5][C:6]1[CH:7]=[C:8]2[C:12](=[CH:13][CH:14]=1)[N:11]([CH2:22][C:23]1[N:24]=[C:25]([C:29]3[CH:34]=[CH:33][CH:32]=[CH:31][C:30]=3[CH3:35])[O:26][C:27]=1[CH3:28])[CH:10]=[CH:9]2)[C:3]([OH:2])=[O:20])[CH2:17][CH:18]=[CH2:19].